This data is from Reaction yield outcomes from USPTO patents with 853,638 reactions. The task is: Predict the reaction yield, written as a fraction of the theoretical maximum amount of product (1.0 means a 100% yield; for example, 0.34 means a 34% yield). (1) The reactants are CN(C(ON1N=NC2C=CC=NC1=2)=[N+](C)C)C.F[P-](F)(F)(F)(F)F.[F:25][C:26]1[CH:27]=[C:28]([NH:37][C:38]([C@@H:40]2[NH:49][CH2:48][CH2:47][C:46]3[N:45]=[C:44]([O:50][CH3:51])[CH:43]=[CH:42][C:41]2=3)=[O:39])[CH:29]=[C:30]2[C:34]=1[C:33]([CH3:36])([CH3:35])[CH2:32][CH2:31]2.[CH2:52]([O:59][C:60](=[O:68])[CH2:61][C@H:62]1[CH2:64][C@@H:63]1[C:65](O)=[O:66])[C:53]1[CH:58]=[CH:57][CH:56]=[CH:55][CH:54]=1.CCN(C(C)C)C(C)C. The catalyst is CN(C=O)C.O. The yield is 0.930. The product is [F:25][C:26]1[CH:27]=[C:28]([NH:37][C:38]([C@@H:40]2[N:49]([C:65]([C@H:63]3[CH2:64][C@@H:62]3[CH2:61][C:60]([O:59][CH2:52][C:53]3[CH:54]=[CH:55][CH:56]=[CH:57][CH:58]=3)=[O:68])=[O:66])[CH2:48][CH2:47][C:46]3[N:45]=[C:44]([O:50][CH3:51])[CH:43]=[CH:42][C:41]2=3)=[O:39])[CH:29]=[C:30]2[C:34]=1[C:33]([CH3:35])([CH3:36])[CH2:32][CH2:31]2. (2) The reactants are [C:9](O[C:9]([O:11][C:12]([CH3:15])([CH3:14])[CH3:13])=[O:10])([O:11][C:12]([CH3:15])([CH3:14])[CH3:13])=[O:10].[NH2:16][CH:17]1[CH2:22][CH2:21][CH2:20][CH:19]([NH2:23])[CH2:18]1. The catalyst is C(Cl)(Cl)Cl. The product is [NH2:16][CH:17]1[CH2:22][CH2:21][CH2:20][CH:19]([NH:23][C:9]([O:11][C:12]([CH3:13])([CH3:14])[CH3:15])=[O:10])[CH2:18]1. The yield is 0.920. (3) The reactants are [Cl:1][C:2]1[N:10](CC=C)[C:9]2[C:8](=[O:14])[NH:7][C:6](=[O:15])[N:5]([CH2:16][CH2:17][CH3:18])[C:4]=2[N:3]=1.C(=O)([O-])[O-].[Cs+].[Cs+].Br[CH2:26][C:27]#[N:28].N1CCOCC1.Cl. The catalyst is CN(C=O)C.C1C=CC([P]([Pd]([P](C2C=CC=CC=2)(C2C=CC=CC=2)C2C=CC=CC=2)([P](C2C=CC=CC=2)(C2C=CC=CC=2)C2C=CC=CC=2)[P](C2C=CC=CC=2)(C2C=CC=CC=2)C2C=CC=CC=2)(C2C=CC=CC=2)C2C=CC=CC=2)=CC=1. The product is [Cl:1][C:2]1[NH:10][C:9]2[C:8](=[O:14])[N:7]([CH2:26][C:27]#[N:28])[C:6](=[O:15])[N:5]([CH2:16][CH2:17][CH3:18])[C:4]=2[N:3]=1. The yield is 0.330. (4) The yield is 0.880. The reactants are [CH2:1]([O:8][C:9]1[CH:14]=[CH:13][C:12]([CH2:15][CH:16]([N:20]2[C:28](=[O:29])[C:27]3[C:22](=[CH:23][CH:24]=[CH:25][CH:26]=3)[C:21]2=[O:30])[C:17]([OH:19])=O)=[CH:11][CH:10]=1)[C:2]1[CH:7]=[CH:6][CH:5]=[CH:4][CH:3]=1.C1C=CC2N(O)N=NC=2C=1.CCN=C=NCCCN(C)C.Cl.[NH2:53][CH2:54][C:55](=[O:57])[CH3:56].CCN(CC)CC. The catalyst is CN(C=O)C.O. The product is [CH2:1]([O:8][C:9]1[CH:10]=[CH:11][C:12]([CH2:15][CH:16]([N:20]2[C:21](=[O:30])[C:22]3[C:27](=[CH:26][CH:25]=[CH:24][CH:23]=3)[C:28]2=[O:29])[C:17]([NH:53][CH2:54][C:55](=[O:57])[CH3:56])=[O:19])=[CH:13][CH:14]=1)[C:2]1[CH:7]=[CH:6][CH:5]=[CH:4][CH:3]=1.